This data is from NCI-60 drug combinations with 297,098 pairs across 59 cell lines. The task is: Regression. Given two drug SMILES strings and cell line genomic features, predict the synergy score measuring deviation from expected non-interaction effect. (1) Drug 1: CC1C(C(CC(O1)OC2CC(CC3=C2C(=C4C(=C3O)C(=O)C5=C(C4=O)C(=CC=C5)OC)O)(C(=O)C)O)N)O.Cl. Drug 2: CC12CCC3C(C1CCC2OP(=O)(O)O)CCC4=C3C=CC(=C4)OC(=O)N(CCCl)CCCl.[Na+]. Cell line: CAKI-1. Synergy scores: CSS=27.0, Synergy_ZIP=-10.0, Synergy_Bliss=-7.86, Synergy_Loewe=-23.0, Synergy_HSA=-6.14. (2) Drug 1: C1=NC2=C(N=C(N=C2N1C3C(C(C(O3)CO)O)F)Cl)N. Drug 2: C(CCl)NC(=O)N(CCCl)N=O. Cell line: SW-620. Synergy scores: CSS=20.9, Synergy_ZIP=-5.77, Synergy_Bliss=-0.842, Synergy_Loewe=-0.512, Synergy_HSA=-0.423. (3) Synergy scores: CSS=20.4, Synergy_ZIP=-8.99, Synergy_Bliss=3.13, Synergy_Loewe=-25.1, Synergy_HSA=-0.162. Drug 2: CCC1(CC2CC(C3=C(CCN(C2)C1)C4=CC=CC=C4N3)(C5=C(C=C6C(=C5)C78CCN9C7C(C=CC9)(C(C(C8N6C=O)(C(=O)OC)O)OC(=O)C)CC)OC)C(=O)OC)O.OS(=O)(=O)O. Drug 1: C1=CC(=CC=C1CC(C(=O)O)N)N(CCCl)CCCl.Cl. Cell line: HCC-2998.